From a dataset of Full USPTO retrosynthesis dataset with 1.9M reactions from patents (1976-2016). Predict the reactants needed to synthesize the given product. (1) Given the product [C:31]1([Se:37][C:10]2[CH:9]=[CH:8][CH:7]=[CH:6][CH:1]=2)[CH:36]=[CH:35][CH:34]=[CH:33][CH:32]=1, predict the reactants needed to synthesize it. The reactants are: [CH2:1]([CH:6]1O[C:10](=O)[CH2:9][CH2:8][CH2:7]1)CCCC.C(NC(C)C)(C)C.C([Li])CCC.CCCCCC.[C:31]1([Se:37]Cl)[CH:36]=[CH:35][CH:34]=[CH:33][CH:32]=1. (2) The reactants are: C([N:8]1[CH2:12][CH2:11][C@H:10]([NH:13][C:14](=[O:19])[C:15]([F:18])([F:17])[F:16])[CH2:9]1)C1C=CC=CC=1.[C:28](O[C:28]([O:30][C:31]([CH3:34])([CH3:33])[CH3:32])=[O:29])([O:30][C:31]([CH3:34])([CH3:33])[CH3:32])=[O:29]. Given the product [C:28]([N:8]1[CH2:12][CH2:11][C@H:10]([NH:13][C:14](=[O:19])[C:15]([F:18])([F:17])[F:16])[CH2:9]1)([O:30][C:31]([CH3:32])([CH3:33])[CH3:34])=[O:29], predict the reactants needed to synthesize it. (3) Given the product [N:21]([CH2:10][C:7]1[CH:8]=[CH:9][N:4]2[CH:3]=[CH:2][N:1]=[C:5]2[CH:6]=1)=[N+:22]=[N-:23], predict the reactants needed to synthesize it. The reactants are: [N:1]1[CH:2]=[CH:3][N:4]2[CH:9]=[CH:8][C:7]([CH2:10]O)=[CH:6][C:5]=12.C1C=CC(OP(OC2C=CC=CC=2)([N:21]=[N+:22]=[N-:23])=O)=CC=1.N12CCCN=C1CCCCC2.